Dataset: Forward reaction prediction with 1.9M reactions from USPTO patents (1976-2016). Task: Predict the product of the given reaction. (1) Given the reactants Cl.Cl.Cl.[NH2:4][C@H:5]1[CH2:23][C:22]2[CH:24]=[C:18]([CH:19]=[CH:20][C:21]=2[OH:25])[C:17]2=[CH:26][C:13](=[C:14]([OH:27])[CH:15]=[CH:16]2)[CH2:12][C@@H:11]([C:28]([NH:30][CH2:31][CH2:32][NH2:33])=[O:29])[NH:10][C:9](=[O:34])[C@H:8]([CH2:35][CH2:36][CH2:37][NH2:38])[NH:7][C:6]1=[O:39].C(NCC)C, predict the reaction product. The product is: [NH2:4][C@H:5]1[CH2:23][C:22]2[CH:24]=[C:18]([CH:19]=[CH:20][C:21]=2[OH:25])[C:17]2=[CH:26][C:13](=[C:14]([OH:27])[CH:15]=[CH:16]2)[CH2:12][C@@H:11]([C:28]([NH:30][CH2:31][CH2:32][NH2:33])=[O:29])[NH:10][C:9](=[O:34])[C@H:8]([CH2:35][CH2:36][CH2:37][NH2:38])[NH:7][C:6]1=[O:39]. (2) Given the reactants Cl.[C:2]([N:6]1[CH2:11][CH2:10][CH:9]([C:12]2[CH:17]=[CH:16][C:15]([C:18]([NH2:20])=[O:19])=[C:14]([NH:21][C:22]3[CH:27]=[CH:26][C:25]([C:28]([N:30]4[CH2:35][CH2:34][N:33]([C:36](=[O:42])[CH2:37][CH2:38][CH2:39][CH2:40][NH2:41])[CH2:32][CH2:31]4)=[O:29])=[CH:24][CH:23]=3)[N:13]=2)[CH2:8][CH2:7]1)(=[O:5])[CH:3]=[CH2:4].[F:43][B:44]1([F:69])[N:55]2[C:51]([C:52]([CH3:57])=[CH:53][C:54]=2[CH3:56])=[C:50]([C:58]2[CH:63]=[CH:62][C:61]([N:64]=[C:65]=[S:66])=[CH:60][CH:59]=2)[C:49]2[N:45]1[C:46]([CH3:68])=[CH:47][C:48]=2[CH3:67].CCN(C(C)C)C(C)C.CC#N.CO, predict the reaction product. The product is: [C:2]([N:6]1[CH2:7][CH2:8][CH:9]([C:12]2[CH:17]=[CH:16][C:15]([C:18]([NH2:20])=[O:19])=[C:14]([NH:21][C:22]3[CH:27]=[CH:26][C:25]([C:28]([N:30]4[CH2:35][CH2:34][N:33]([C:36](=[O:42])[CH2:37][CH2:38][CH2:39][CH2:40][NH:41][C:65]([NH:64][C:61]5[CH:62]=[CH:63][C:58]([C:50]6[C:49]7[N:45]([C:46]([CH3:68])=[CH:47][C:48]=7[CH3:67])[B:44]([F:69])([F:43])[N:55]7[C:51]=6[C:52]([CH3:57])=[CH:53][C:54]=7[CH3:56])=[CH:59][CH:60]=5)=[S:66])[CH2:32][CH2:31]4)=[O:29])=[CH:24][CH:23]=3)[N:13]=2)[CH2:10][CH2:11]1)(=[O:5])[CH:3]=[CH2:4].